Dataset: Reaction yield outcomes from USPTO patents with 853,638 reactions. Task: Predict the reaction yield, written as a fraction of the theoretical maximum amount of product (1.0 means a 100% yield; for example, 0.34 means a 34% yield). (1) The reactants are [CH2:1]([C:6]1[C:14]2[C:9](=[CH:10][CH:11]=[CH:12][CH:13]=2)[NH:8][C:7]=1[C:15]1[CH:16]=[C:17]2[C:22](=[CH:23][CH:24]=1)[CH:21]=[C:20]([O:25][CH2:26][C:27]#[N:28])[CH:19]=[CH:18]2)[CH2:2][CH2:3][CH2:4][CH3:5].[CH3:29][C:30](OC(C)=O)=[O:31].CC1(C)C2(CS(O)(=O)=O)C(CC1CC2)=O. No catalyst specified. The product is [C:30]([N:8]1[C:9]2[C:14](=[CH:13][CH:12]=[CH:11][CH:10]=2)[C:6]([CH2:1][CH2:2][CH2:3][CH2:4][CH3:5])=[C:7]1[C:15]1[CH:16]=[C:17]2[C:22](=[CH:23][CH:24]=1)[CH:21]=[C:20]([O:25][CH2:26][C:27]#[N:28])[CH:19]=[CH:18]2)(=[O:31])[CH3:29]. The yield is 0.490. (2) The reactants are [CH:1]1([C:4](Cl)=[O:5])[CH2:3][CH2:2]1.[O:7]1[CH:11]=[CH:10][CH:9]=[C:8]1[C:12]1[N:17]=[C:16]([NH2:18])[CH:15]=[N:14][C:13]=1[C:19]1[CH:24]=[CH:23][N:22]=[C:21]([CH3:25])[N:20]=1. The catalyst is N1C=CC=CC=1. The product is [O:7]1[CH:11]=[CH:10][CH:9]=[C:8]1[C:12]1[N:17]=[C:16]([NH:18][C:4]([CH:1]2[CH2:3][CH2:2]2)=[O:5])[CH:15]=[N:14][C:13]=1[C:19]1[CH:24]=[CH:23][N:22]=[C:21]([CH3:25])[N:20]=1. The yield is 0.250. (3) The reactants are [NH2:1][C:2]1[N:6]([C@H:7]([C:9]2[CH:14]=[C:13]([Cl:15])[C:12]([F:16])=[C:11]([C@H:17]3[CH2:21][C:20](=[O:22])[NH:19][CH2:18]3)[C:10]=2[O:23][CH2:24][CH3:25])[CH3:8])[N:5]=[C:4]([CH3:26])[C:3]=1[C:27]#[N:28].C(O)(=O)C.[CH:33](N)=[NH:34].C(O)CO.C(OCC)(=O)C. The catalyst is O. The product is [NH2:28][C:27]1[N:34]=[CH:33][N:1]=[C:2]2[N:6]([C@H:7]([C:9]3[C:10]([O:23][CH2:24][CH3:25])=[C:11]([C@@H:17]4[CH2:18][NH:19][C:20](=[O:22])[CH2:21]4)[C:12]([F:16])=[C:13]([Cl:15])[CH:14]=3)[CH3:8])[N:5]=[C:4]([CH3:26])[C:3]=12. The yield is 0.699. (4) The reactants are Cl[C:2]1[C:7]([C:8]([O:10][CH2:11][CH3:12])=[O:9])=[CH:6][N:5]=[C:4]([S:13][CH3:14])[N:3]=1.[CH3:15][CH:16]([NH2:18])[CH3:17].CCN(C(C)C)C(C)C. The catalyst is C(O)C. The product is [CH:16]([NH:18][C:2]1[C:7]([C:8]([O:10][CH2:11][CH3:12])=[O:9])=[CH:6][N:5]=[C:4]([S:13][CH3:14])[N:3]=1)([CH3:17])[CH3:15]. The yield is 0.920. (5) The reactants are [F:1][C:2]1[CH:3]=[C:4]([N:21]2[CH2:25][C@H:24]([CH2:26][NH:27][C:28](=[O:34])[O:29][C:30]([CH3:33])([CH3:32])[CH3:31])[O:23][C:22]2=[O:35])[CH:5]=[CH:6][C:7]=1[C:8]([NH:10][NH:11][C:12](=O)[CH2:13][C:14]1[CH:19]=[CH:18][CH:17]=[CH:16][N:15]=1)=O.COC1C=CC(P2(SP(C3C=CC(OC)=CC=3)(=S)S2)=[S:45])=CC=1. The catalyst is O1CCOCC1. The product is [F:1][C:2]1[CH:3]=[C:4]([N:21]2[CH2:25][C@H:24]([CH2:26][NH:27][C:28](=[O:34])[O:29][C:30]([CH3:33])([CH3:32])[CH3:31])[O:23][C:22]2=[O:35])[CH:5]=[CH:6][C:7]=1[C:8]1[S:45][C:12]([CH2:13][C:14]2[CH:19]=[CH:18][CH:17]=[CH:16][N:15]=2)=[N:11][N:10]=1. The yield is 0.360. (6) The reactants are CN(C1C(C2C(P(C3CCCCC3)C3CCCCC3)=CC=CC=2)=CC=CC=1)C.Cl[C:30]1[N:35]=[CH:34][C:33]([C:36]2[O:40][N:39]=[C:38]([C:41]3[N:46]=[C:45]([N:47]([CH3:54])[C:48]4[CH:53]=[CH:52][CH:51]=[CH:50][CH:49]=4)[N:44]=[C:43]([NH2:55])[N:42]=3)[N:37]=2)=[CH:32][CH:31]=1.[F:56][C:57]([F:61])([F:60])[CH2:58][NH2:59].[Li+].C[Si]([N-][Si](C)(C)C)(C)C. The catalyst is C1COCC1.CCOC(C)=O.C1C=CC(/C=C/C(/C=C/C2C=CC=CC=2)=O)=CC=1.C1C=CC(/C=C/C(/C=C/C2C=CC=CC=2)=O)=CC=1.C1C=CC(/C=C/C(/C=C/C2C=CC=CC=2)=O)=CC=1.[Pd].[Pd]. The product is [CH3:54][N:47]([C:48]1[CH:53]=[CH:52][CH:51]=[CH:50][CH:49]=1)[C:45]1[N:44]=[C:43]([NH2:55])[N:42]=[C:41]([C:38]2[N:37]=[C:36]([C:33]3[CH:34]=[N:35][C:30]([NH:59][CH2:58][C:57]([F:61])([F:60])[F:56])=[CH:31][CH:32]=3)[O:40][N:39]=2)[N:46]=1. The yield is 0.0600.